The task is: Predict the reactants needed to synthesize the given product.. This data is from Full USPTO retrosynthesis dataset with 1.9M reactions from patents (1976-2016). Given the product [C:15]([N:14]1[C:11]2[CH:12]=[CH:13][C:8]([C:5]3[CH:4]=[N:3][C:2]([NH2:1])=[N:7][CH:6]=3)=[CH:9][C:10]=2[N:19]=[C:27]1[C:26]1[CH:29]=[CH:30][CH:31]=[CH:32][C:25]=1[C:23]1[CH:22]=[N:21][NH:20][CH:24]=1)([CH3:16])([CH3:18])[CH3:17], predict the reactants needed to synthesize it. The reactants are: [NH2:1][C:2]1[N:7]=[CH:6][C:5]([C:8]2[CH:9]=[C:10]([NH2:19])[C:11]([NH:14][C:15]([CH3:18])([CH3:17])[CH3:16])=[CH:12][CH:13]=2)=[CH:4][N:3]=1.[NH:20]1[CH:24]=[C:23]([C:25]2[CH:32]=[CH:31][CH:30]=[CH:29][C:26]=2[CH:27]=O)[CH:22]=[N:21]1.OOS([O-])=O.[K+].S([O-])([O-])(=O)=S.[Na+].[Na+].